Dataset: NCI-60 drug combinations with 297,098 pairs across 59 cell lines. Task: Regression. Given two drug SMILES strings and cell line genomic features, predict the synergy score measuring deviation from expected non-interaction effect. (1) Drug 2: CC=C1C(=O)NC(C(=O)OC2CC(=O)NC(C(=O)NC(CSSCCC=C2)C(=O)N1)C(C)C)C(C)C. Synergy scores: CSS=24.3, Synergy_ZIP=0.360, Synergy_Bliss=4.96, Synergy_Loewe=-53.3, Synergy_HSA=3.80. Drug 1: CCC(=C(C1=CC=CC=C1)C2=CC=C(C=C2)OCCN(C)C)C3=CC=CC=C3.C(C(=O)O)C(CC(=O)O)(C(=O)O)O. Cell line: ACHN. (2) Drug 1: CC1=C(C=C(C=C1)C(=O)NC2=CC(=CC(=C2)C(F)(F)F)N3C=C(N=C3)C)NC4=NC=CC(=N4)C5=CN=CC=C5. Drug 2: C1C(C(OC1N2C=NC(=NC2=O)N)CO)O. Cell line: SF-539. Synergy scores: CSS=-20.2, Synergy_ZIP=12.7, Synergy_Bliss=1.81, Synergy_Loewe=-26.2, Synergy_HSA=-24.5. (3) Drug 1: CC(C)(C#N)C1=CC(=CC(=C1)CN2C=NC=N2)C(C)(C)C#N. Drug 2: C1=NNC2=C1C(=O)NC=N2. Cell line: NCI-H226. Synergy scores: CSS=3.75, Synergy_ZIP=-2.14, Synergy_Bliss=-2.77, Synergy_Loewe=0.434, Synergy_HSA=-0.895. (4) Drug 1: CCCCC(=O)OCC(=O)C1(CC(C2=C(C1)C(=C3C(=C2O)C(=O)C4=C(C3=O)C=CC=C4OC)O)OC5CC(C(C(O5)C)O)NC(=O)C(F)(F)F)O. Drug 2: CC(C)NC(=O)C1=CC=C(C=C1)CNNC.Cl. Cell line: SNB-75. Synergy scores: CSS=21.6, Synergy_ZIP=0.284, Synergy_Bliss=1.28, Synergy_Loewe=-21.6, Synergy_HSA=1.31. (5) Drug 1: C1CCN(CC1)CCOC2=CC=C(C=C2)C(=O)C3=C(SC4=C3C=CC(=C4)O)C5=CC=C(C=C5)O. Drug 2: CS(=O)(=O)C1=CC(=C(C=C1)C(=O)NC2=CC(=C(C=C2)Cl)C3=CC=CC=N3)Cl. Cell line: NCI/ADR-RES. Synergy scores: CSS=5.61, Synergy_ZIP=-1.87, Synergy_Bliss=-0.718, Synergy_Loewe=-1.53, Synergy_HSA=-1.98. (6) Cell line: HCC-2998. Synergy scores: CSS=17.8, Synergy_ZIP=-6.17, Synergy_Bliss=-2.03, Synergy_Loewe=-11.3, Synergy_HSA=1.47. Drug 2: C1C(C(OC1N2C=NC(=NC2=O)N)CO)O. Drug 1: C1=C(C(=O)NC(=O)N1)N(CCCl)CCCl. (7) Drug 1: CC(CN1CC(=O)NC(=O)C1)N2CC(=O)NC(=O)C2. Drug 2: CC1C(C(CC(O1)OC2CC(OC(C2O)C)OC3=CC4=CC5=C(C(=O)C(C(C5)C(C(=O)C(C(C)O)O)OC)OC6CC(C(C(O6)C)O)OC7CC(C(C(O7)C)O)OC8CC(C(C(O8)C)O)(C)O)C(=C4C(=C3C)O)O)O)O. Cell line: SF-295. Synergy scores: CSS=28.8, Synergy_ZIP=-4.08, Synergy_Bliss=0.912, Synergy_Loewe=1.77, Synergy_HSA=1.38. (8) Drug 1: CCC1=CC2CC(C3=C(CN(C2)C1)C4=CC=CC=C4N3)(C5=C(C=C6C(=C5)C78CCN9C7C(C=CC9)(C(C(C8N6C)(C(=O)OC)O)OC(=O)C)CC)OC)C(=O)OC.C(C(C(=O)O)O)(C(=O)O)O. Drug 2: CN(C(=O)NC(C=O)C(C(C(CO)O)O)O)N=O. Cell line: EKVX. Synergy scores: CSS=15.7, Synergy_ZIP=-1.97, Synergy_Bliss=-1.58, Synergy_Loewe=-43.6, Synergy_HSA=-0.475. (9) Drug 1: C1=CC(=CC=C1C#N)C(C2=CC=C(C=C2)C#N)N3C=NC=N3. Drug 2: COCCOC1=C(C=C2C(=C1)C(=NC=N2)NC3=CC=CC(=C3)C#C)OCCOC.Cl. Cell line: OVCAR-5. Synergy scores: CSS=-0.836, Synergy_ZIP=0.215, Synergy_Bliss=-0.0867, Synergy_Loewe=-4.93, Synergy_HSA=-2.75. (10) Drug 1: CC1CCC2CC(C(=CC=CC=CC(CC(C(=O)C(C(C(=CC(C(=O)CC(OC(=O)C3CCCCN3C(=O)C(=O)C1(O2)O)C(C)CC4CCC(C(C4)OC)OCCO)C)C)O)OC)C)C)C)OC. Drug 2: C1CN(CCN1C(=O)CCBr)C(=O)CCBr. Cell line: NCI/ADR-RES. Synergy scores: CSS=17.1, Synergy_ZIP=-4.51, Synergy_Bliss=-1.94, Synergy_Loewe=-2.38, Synergy_HSA=-2.38.